This data is from Full USPTO retrosynthesis dataset with 1.9M reactions from patents (1976-2016). The task is: Predict the reactants needed to synthesize the given product. (1) Given the product [C:7]([C:6]1[CH:5]=[CH:4][S:3][C:2]=1[NH:1][C:10](=[O:17])[C:11]1[CH:16]=[CH:15][CH:14]=[N:13][CH:12]=1)(=[O:8])[NH2:9], predict the reactants needed to synthesize it. The reactants are: [NH2:1][C:2]1[S:3][CH:4]=[CH:5][C:6]=1[C:7]([NH2:9])=[O:8].[C:10](Cl)(=[O:17])[C:11]1[CH:16]=[CH:15][CH:14]=[N:13][CH:12]=1. (2) The reactants are: C([Si](C)(C)[O:6][C:7]1[CH:12]=[CH:11][C:10]([O:13][CH2:14][CH:15]2[CH2:17][O:16]2)=[CH:9][CH:8]=1)(C)(C)C.[C:20]1([C:26]2[C:34]3[C:33]([N:35]4[CH2:40][CH2:39][CH:38]([NH2:41])[CH2:37][CH2:36]4)=[N:32][CH:31]=[N:30][C:29]=3[S:28][CH:27]=2)[CH:25]=[CH:24][CH:23]=[CH:22][CH:21]=1. Given the product [OH:16][CH:15]([CH2:17][NH:41][CH:38]1[CH2:39][CH2:40][N:35]([C:33]2[C:34]3[C:26]([C:20]4[CH:25]=[CH:24][CH:23]=[CH:22][CH:21]=4)=[CH:27][S:28][C:29]=3[N:30]=[CH:31][N:32]=2)[CH2:36][CH2:37]1)[CH2:14][O:13][C:10]1[CH:9]=[CH:8][C:7]([OH:6])=[CH:12][CH:11]=1, predict the reactants needed to synthesize it. (3) Given the product [CH3:1][O:2][C:3]1[CH:4]=[C:5]2[C:10](=[CH:11][C:12]=1[O:13][CH3:14])[N:9]=[CH:8][N:7]=[C:6]2[S:15][C:16]1[CH:17]=[C:18]([NH:19][C:36]([NH:35][C:27]2[CH:28]=[C:29]([C:31]([F:32])([F:33])[F:34])[CH:30]=[C:25]([O:24][CH3:23])[CH:26]=2)=[O:37])[CH:20]=[CH:21][CH:22]=1, predict the reactants needed to synthesize it. The reactants are: [CH3:1][O:2][C:3]1[CH:4]=[C:5]2[C:10](=[CH:11][C:12]=1[O:13][CH3:14])[N:9]=[CH:8][N:7]=[C:6]2[S:15][C:16]1[CH:17]=[C:18]([CH:20]=[CH:21][CH:22]=1)[NH2:19].[CH3:23][O:24][C:25]1[CH:26]=[C:27]([NH:35][C:36](=O)[O:37]C2C=CC=CC=2)[CH:28]=[C:29]([C:31]([F:34])([F:33])[F:32])[CH:30]=1.C(N(C(C)C)CC)(C)C. (4) Given the product [O:1]1[C@@H:13]2[C@@:14]34[CH2:16][CH2:17][N:18]([CH3:19])[C@@H:8]([C@:9]3([O:21][CH2:22][CH2:23][CH2:24][C:25]3[CH:26]=[CH:27][CH:28]=[CH:29][CH:30]=3)[CH2:10][CH2:11][C:12]2=[O:20])[CH2:7][C:6]2=[C:15]4[C:2]1=[CH:3][CH:4]=[CH:5]2, predict the reactants needed to synthesize it. The reactants are: [O:1]1[C@@H:13]2[C@@:14]34[CH2:16][CH2:17][N:18]([CH3:19])[C@@H:8]([C@:9]3([O:21][CH2:22][CH2:23][CH2:24][C:25]3[CH:30]=[CH:29][CH:28]=[CH:27][CH:26]=3)[CH2:10][CH2:11][C:12]2=[O:20])[CH2:7][C:6]2=[C:15]4[C:2]1=[C:3](OC1N(C3C=CC=CC=3)N=NN=1)[CH:4]=[CH:5]2.[K+].[Br-].